Dataset: Peptide-MHC class I binding affinity with 185,985 pairs from IEDB/IMGT. Task: Regression. Given a peptide amino acid sequence and an MHC pseudo amino acid sequence, predict their binding affinity value. This is MHC class I binding data. The peptide sequence is FHNNWGATL. The MHC is HLA-A02:01 with pseudo-sequence HLA-A02:01. The binding affinity (normalized) is 0.111.